From a dataset of Reaction yield outcomes from USPTO patents with 853,638 reactions. Predict the reaction yield, written as a fraction of the theoretical maximum amount of product (1.0 means a 100% yield; for example, 0.34 means a 34% yield). The reactants are [Br:1][C:2]1[CH:3]=[C:4]([C:13]#[N:14])[CH:5]=[C:6]2[C:10]=1[NH:9][C:8]([CH:11]=[O:12])=[CH:7]2.[C-]#N.[Na+].[CH3:18][OH:19]. The catalyst is [O-2].[O-2].[Mn+4]. The product is [Br:1][C:2]1[CH:3]=[C:4]([C:13]#[N:14])[CH:5]=[C:6]2[C:10]=1[NH:9][C:8]([C:11]([O:19][CH3:18])=[O:12])=[CH:7]2. The yield is 0.550.